Dataset: Full USPTO retrosynthesis dataset with 1.9M reactions from patents (1976-2016). Task: Predict the reactants needed to synthesize the given product. (1) Given the product [OH:8][CH2:9][C:10]1[C:15]([O:16][CH3:17])=[CH:14][CH:13]=[C:12]([C:18]2[O:22][N:21]=[C:20]([CH3:23])[CH:19]=2)[N:11]=1, predict the reactants needed to synthesize it. The reactants are: [Si]([O:8][CH2:9][C:10]1[C:15]([O:16][CH3:17])=[CH:14][CH:13]=[C:12]([C:18]2[O:22][N:21]=[C:20]([CH3:23])[CH:19]=2)[N:11]=1)(C(C)(C)C)(C)C.[F-].C([N+](CCCC)(CCCC)CCCC)CCC. (2) Given the product [OH:30][C@:26]([C:21]1[CH:22]=[CH:23][CH:24]=[CH:25][N:20]=1)([CH3:27])[C:28]#[C:29][C:2]1[CH:3]=[C:4]([N:8]2[C:16]3[C:11](=[CH:12][CH:13]=[CH:14][CH:15]=3)[C:10]([C:17]([NH2:19])=[O:18])=[N:9]2)[CH:5]=[CH:6][CH:7]=1, predict the reactants needed to synthesize it. The reactants are: I[C:2]1[CH:3]=[C:4]([N:8]2[C:16]3[C:11](=[CH:12][CH:13]=[CH:14][CH:15]=3)[C:10]([C:17]([NH2:19])=[O:18])=[N:9]2)[CH:5]=[CH:6][CH:7]=1.[N:20]1[CH:25]=[CH:24][CH:23]=[CH:22][C:21]=1[C@:26]([OH:30])([C:28]#[CH:29])[CH3:27]. (3) Given the product [F:32][C:33]1[CH:38]=[C:37]([F:39])[CH:36]=[CH:35][C:34]=1[C:2]1[C:3](=[O:31])[N:4]([CH2:23][CH2:24][C:25]2[CH:30]=[CH:29][CH:28]=[CH:27][CH:26]=2)[C:5]([C:9]2[CH:14]=[CH:13][CH:12]=[CH:11][C:10]=2[OH:15])=[N:6][C:7]=1[CH3:8], predict the reactants needed to synthesize it. The reactants are: I[C:2]1[C:3](=[O:31])[N:4]([CH2:23][CH2:24][C:25]2[CH:30]=[CH:29][CH:28]=[CH:27][CH:26]=2)[C:5]([C:9]2[CH:14]=[CH:13][CH:12]=[CH:11][C:10]=2[O:15]CC2C=CC=CC=2)=[N:6][C:7]=1[CH3:8].[F:32][C:33]1[CH:38]=[C:37]([F:39])[CH:36]=[CH:35][C:34]=1B(O)O.S1C=CC(B(O)O)=C1. (4) Given the product [Cl:1][C:2]1[N:7]=[C:6]([O:8][C:9]2[CH:10]=[C:11]([CH:12]=[C:13]([CH3:15])[CH:14]=2)[CH:16]=[O:17])[C:5]([CH:18]([CH3:19])[CH3:20])=[C:4]([Cl:21])[N:3]=1, predict the reactants needed to synthesize it. The reactants are: [Cl:1][C:2]1[N:7]=[C:6]([O:8][C:9]2[CH:10]=[C:11]([CH2:16][OH:17])[CH:12]=[C:13]([CH3:15])[CH:14]=2)[C:5]([CH:18]([CH3:20])[CH3:19])=[C:4]([Cl:21])[N:3]=1.C1C=C[NH+]=CC=1.[O-][Cr](Cl)(=O)=O. (5) Given the product [N:35]1([C:12]2[CH:13]=[CH:14][C:9]([C:6]3([C:23]4[CH:32]=[CH:31][C:26]([C:27]([O:29][CH3:30])=[O:28])=[CH:25][CH:24]=4)[CH2:7][CH2:8][CH:3]([C:2]([F:34])([F:1])[F:33])[CH2:4][CH2:5]3)=[CH:10][CH:11]=2)[C:44]2[C:39](=[CH:40][CH:41]=[CH:42][CH:43]=2)[CH2:38][CH2:37][CH2:36]1, predict the reactants needed to synthesize it. The reactants are: [F:1][C:2]([F:34])([F:33])[CH:3]1[CH2:8][CH2:7][C:6]([C:23]2[CH:32]=[CH:31][C:26]([C:27]([O:29][CH3:30])=[O:28])=[CH:25][CH:24]=2)([C:9]2[CH:14]=[CH:13][C:12](OS(C(F)(F)F)(=O)=O)=[CH:11][CH:10]=2)[CH2:5][CH2:4]1.[NH:35]1[C:44]2[C:39](=[CH:40][CH:41]=[CH:42][CH:43]=2)[CH2:38][CH2:37][CH2:36]1.C(P(C(C)(C)C)C1C=CC=CC=1C1C=CC=CC=1)(C)(C)C.CC(C)([O-])C.[Na+]. (6) Given the product [CH3:18][N:19]1[CH2:24][CH2:23][N:22]([C:25]2[CH:30]=[CH:29][CH:28]=[CH:27][C:26]=2[C:31](=[O:33])/[CH:32]=[CH:1]/[C:3]2[N:8]=[C:7](/[CH:9]=[CH:10]/[C:11]([O:13][C:14]([CH3:17])([CH3:16])[CH3:15])=[O:12])[CH:6]=[CH:5][CH:4]=2)[CH2:21][CH2:20]1, predict the reactants needed to synthesize it. The reactants are: [CH:1]([C:3]1[N:8]=[C:7](/[CH:9]=[CH:10]/[C:11]([O:13][C:14]([CH3:17])([CH3:16])[CH3:15])=[O:12])[CH:6]=[CH:5][CH:4]=1)=O.[CH3:18][N:19]1[CH2:24][CH2:23][N:22]([C:25]2[CH:30]=[CH:29][CH:28]=[CH:27][C:26]=2[C:31](=[O:33])[CH3:32])[CH2:21][CH2:20]1.[OH-].[K+]. (7) Given the product [CH3:49][O:48][C:45]1[CH:44]=[CH:43][C:42]([C:41]([C:40]2[CH:39]=[CH:38][C:37]([O:36][CH3:35])=[CH:58][CH:57]=2)([C:50]2[CH:55]=[CH:54][CH:53]=[CH:52][CH:51]=2)[O:18][CH2:17][C@H:14]2[O:13][C@@H:12]([N:19]3[CH:27]=[N:26][C:25]4[C:20]3=[N:21][CH:22]=[N:23][C:24]=4[O:28][CH2:29][CH2:30][Si:31]([CH3:34])([CH3:33])[CH3:32])[C@@H:11]([O:10][CH2:3][C:4]3[CH:9]=[CH:8][CH:7]=[CH:6][CH:5]=3)[C@@H:15]2[OH:16])=[CH:47][CH:46]=1, predict the reactants needed to synthesize it. The reactants are: N#N.[CH2:3]([O:10][C@H:11]1[C@H:15]([OH:16])[C@@H:14]([CH2:17][OH:18])[O:13][C@H:12]1[N:19]1[CH:27]=[N:26][C:25]2[C:20]1=[N:21][CH:22]=[N:23][C:24]=2[O:28][CH2:29][CH2:30][Si:31]([CH3:34])([CH3:33])[CH3:32])[C:4]1[CH:9]=[CH:8][CH:7]=[CH:6][CH:5]=1.[CH3:35][O:36][C:37]1[CH:58]=[CH:57][C:40]([C:41](Cl)([C:50]2[CH:55]=[CH:54][CH:53]=[CH:52][CH:51]=2)[C:42]2[CH:47]=[CH:46][C:45]([O:48][CH3:49])=[CH:44][CH:43]=2)=[CH:39][CH:38]=1. (8) Given the product [C:1]1([S:7]([NH:11][CH2:12][CH2:13][CH2:14][CH2:15][CH2:16][C:17]([OH:19])=[O:18])(=[O:9])=[O:8])[CH:6]=[CH:5][CH:4]=[CH:3][CH:2]=1, predict the reactants needed to synthesize it. The reactants are: [C:1]1([S:7](Cl)(=[O:9])=[O:8])[CH:6]=[CH:5][CH:4]=[CH:3][CH:2]=1.[NH2:11][CH2:12][CH2:13][CH2:14][CH2:15][CH2:16][C:17]([OH:19])=[O:18]. (9) The reactants are: Br[C:2]1[N:3]=[C:4]2[C:10]([C:11](=[O:16])[CH2:12][CH:13]([CH3:15])[CH3:14])=[CH:9][NH:8][C:5]2=[N:6][CH:7]=1.ClC1N=C2C(C(=O)CC(C)C)=CNC2=NC=1.C(=O)([O-])[O-].[K+].[K+].[CH3:39][O:40][C:41]1[CH:42]=[C:43](B(O)O)[CH:44]=[C:45]([O:49][CH3:50])[C:46]=1[O:47][CH3:48]. Given the product [CH3:14][CH:13]([CH3:15])[CH2:12][C:11]([C:10]1[C:4]2[C:5](=[N:6][CH:7]=[C:2]([C:43]3[CH:44]=[C:45]([O:49][CH3:50])[C:46]([O:47][CH3:48])=[C:41]([O:40][CH3:39])[CH:42]=3)[N:3]=2)[NH:8][CH:9]=1)=[O:16], predict the reactants needed to synthesize it. (10) Given the product [CH3:36][O:37][CH:38]1[CH2:43][CH2:42][N:41]([C:18]([N:8]2[CH2:7][C:6]3[CH:9]=[CH:10][C:11]([C:13]([O:15][CH3:16])=[O:14])=[CH:12][C:5]=3[O:4][CH2:3][C@@H:2]2[CH3:1])=[O:20])[CH2:40][CH2:39]1, predict the reactants needed to synthesize it. The reactants are: [CH3:1][C@@H:2]1[NH:8][CH2:7][C:6]2[CH:9]=[CH:10][C:11]([C:13]([O:15][CH3:16])=[O:14])=[CH:12][C:5]=2[O:4][CH2:3]1.Cl[C:18](Cl)([O:20]C(=O)OC(Cl)(Cl)Cl)Cl.CCN(CC)CC.[CH3:36][O:37][CH:38]1[CH2:43][CH2:42][NH:41][CH2:40][CH2:39]1.